This data is from Peptide-MHC class II binding affinity with 134,281 pairs from IEDB. The task is: Regression. Given a peptide amino acid sequence and an MHC pseudo amino acid sequence, predict their binding affinity value. This is MHC class II binding data. (1) The peptide sequence is IGSRGRRSCRAARRP. The MHC is DRB1_1501 with pseudo-sequence DRB1_1501. The binding affinity (normalized) is 0.495. (2) The peptide sequence is TGTEKLIETYFSKNYQDYEY. The MHC is H-2-IAk with pseudo-sequence H-2-IAk. The binding affinity (normalized) is 0.252.